This data is from Forward reaction prediction with 1.9M reactions from USPTO patents (1976-2016). The task is: Predict the product of the given reaction. (1) Given the reactants [NH2:1][C:2]1[CH:3]=[C:4]([N:8]2[CH2:17][CH2:16][C:15]3[C:10](=[CH:11][CH:12]=[C:13]([Cl:18])[CH:14]=3)[C:9]2=[O:19])[CH:5]=[N:6][CH:7]=1.[N:20]([CH:23]1[CH2:28][CH2:27][CH2:26][CH2:25][CH2:24]1)=[C:21]=[O:22], predict the reaction product. The product is: [Cl:18][C:13]1[CH:14]=[C:15]2[C:10](=[CH:11][CH:12]=1)[C:9](=[O:19])[N:8]([C:4]1[CH:3]=[C:2]([NH:1][C:21]([NH:20][CH:23]3[CH2:28][CH2:27][CH2:26][CH2:25][CH2:24]3)=[O:22])[CH:7]=[N:6][CH:5]=1)[CH2:17][CH2:16]2. (2) Given the reactants [NH2:1][C:2]1[CH:3]=[C:4]([N:8]=[C:9]2[N:13]([CH2:14][C:15]3[CH:20]=[CH:19][CH:18]=[CH:17][CH:16]=3)[C:12](=[O:21])[C:11](=[C:22]3[N:26]([CH3:27])[C:25]4[CH:28]=[CH:29][CH:30]=[CH:31][C:24]=4[S:23]3)[S:10]2)[CH:5]=[CH:6][CH:7]=1.C(Cl)Cl.[C:35]1(=[O:41])[O:40][C:38](=[O:39])[CH2:37][CH2:36]1, predict the reaction product. The product is: [CH2:14]([N:13]1[C:12](=[O:21])[C:11](=[C:22]2[N:26]([CH3:27])[C:25]3[CH:28]=[CH:29][CH:30]=[CH:31][C:24]=3[S:23]2)[S:10][C:9]1=[N:8][C:4]1[CH:3]=[C:2]([NH:1][C:35](=[O:41])[CH2:36][CH2:37][C:38]([OH:40])=[O:39])[CH:7]=[CH:6][CH:5]=1)[C:15]1[CH:20]=[CH:19][CH:18]=[CH:17][CH:16]=1. (3) Given the reactants [Cl:1][C:2]1[CH:7]=[CH:6][C:5]([C:8]2[NH:9][C:10]3[C:15]([C:16]=2[CH:17]2[CH2:22][CH2:21][CH2:20][CH2:19][CH2:18]2)=[CH:14][CH:13]=[C:12]([C:23]([O:25][CH3:26])=[O:24])[CH:11]=3)=[CH:4][CH:3]=1.[H-].[Na+].Br[CH2:30][C:31]([O:33]C(C)(C)C)=[O:32].C(O)(C(F)(F)F)=O, predict the reaction product. The product is: [Cl:1][C:2]1[CH:7]=[CH:6][C:5]([C:8]2[N:9]([CH2:30][C:31]([OH:33])=[O:32])[C:10]3[C:15]([C:16]=2[CH:17]2[CH2:22][CH2:21][CH2:20][CH2:19][CH2:18]2)=[CH:14][CH:13]=[C:12]([C:23]([O:25][CH3:26])=[O:24])[CH:11]=3)=[CH:4][CH:3]=1. (4) The product is: [O:15]1[C:2]2([CH2:7][CH2:6][CH:5]([C:8]([O:10][CH2:11][CH3:12])=[O:9])[CH2:4][CH2:3]2)[O:1][CH2:13][CH2:14]1. Given the reactants [O:1]=[C:2]1[CH2:7][CH2:6][CH:5]([C:8]([O:10][CH2:11][CH3:12])=[O:9])[CH2:4][CH2:3]1.[CH2:13](O)[CH2:14][OH:15].C(OC(OCC)OCC)C.CC1C=CC(S(O)(=O)=O)=CC=1, predict the reaction product. (5) Given the reactants Cl.[NH2:2][C:3]1[C:12]2[N:13]=[C:14]([CH2:39][CH2:40][O:41][CH3:42])[N:15]([CH2:16][CH2:17][CH2:18][N:19]([CH2:24][C:25]3[CH:26]=[C:27]([CH:36]=[CH:37][CH:38]=3)[O:28][CH:29]([CH2:34][CH3:35])[C:30]([O:32][CH3:33])=[O:31])[C:20](=[O:23])[CH2:21]Cl)[C:11]=2[C:10]2[CH:9]=[CH:8][CH:7]=[CH:6][C:5]=2[N:4]=1.[CH2:43]([NH:45][CH2:46][CH3:47])[CH3:44], predict the reaction product. The product is: [NH2:2][C:3]1[C:12]2[N:13]=[C:14]([CH2:39][CH2:40][O:41][CH3:42])[N:15]([CH2:16][CH2:17][CH2:18][N:19]([CH2:24][C:25]3[CH:26]=[C:27]([CH:36]=[CH:37][CH:38]=3)[O:28][CH:29]([CH2:34][CH3:35])[C:30]([O:32][CH3:33])=[O:31])[C:20](=[O:23])[CH2:21][N:45]([CH2:46][CH3:47])[CH2:43][CH3:44])[C:11]=2[C:10]2[CH:9]=[CH:8][CH:7]=[CH:6][C:5]=2[N:4]=1. (6) Given the reactants [CH3:1][C@@H:2]1[C:6]2[NH:7][CH:8]=[CH:9][C:5]=2[C:4](=[O:10])[NH:3]1.[B:11]1([B:11]2[O:15][C:14]([CH3:17])([CH3:16])[C:13]([CH3:19])([CH3:18])[O:12]2)[O:15][C:14]([CH3:17])([CH3:16])[C:13]([CH3:19])([CH3:18])[O:12]1, predict the reaction product. The product is: [CH3:1][C@@H:2]1[C:6]2[NH:7][C:8]([B:11]3[O:15][C:14]([CH3:17])([CH3:16])[C:13]([CH3:19])([CH3:18])[O:12]3)=[CH:9][C:5]=2[C:4](=[O:10])[NH:3]1. (7) Given the reactants OS(O)(=O)=O.[Cl:6][C:7]1[CH:8]=[C:9]([CH:12]=[CH:13][C:14]=1[N:15]1[CH2:20][CH2:19][N:18]([C:21]2[C:30]3[C:25](=[CH:26][CH:27]=[C:28]([N:31]([CH3:33])[CH3:32])[CH:29]=3)[N:24]=[C:23]([CH:34]3[CH2:36][CH2:35]3)[N:22]=2)[CH2:17][CH2:16]1)[C:10]#[N:11].C([O-])(O)=[O:38].[Na+], predict the reaction product. The product is: [Cl:6][C:7]1[CH:8]=[C:9]([CH:12]=[CH:13][C:14]=1[N:15]1[CH2:16][CH2:17][N:18]([C:21]2[C:30]3[C:25](=[CH:26][CH:27]=[C:28]([N:31]([CH3:33])[CH3:32])[CH:29]=3)[N:24]=[C:23]([CH:34]3[CH2:36][CH2:35]3)[N:22]=2)[CH2:19][CH2:20]1)[C:10]([NH2:11])=[O:38].